The task is: Predict which catalyst facilitates the given reaction.. This data is from Catalyst prediction with 721,799 reactions and 888 catalyst types from USPTO. (1) Reactant: [Cl:1][C:2]1[N:3]=[C:4](Cl)[C:5]2[S:10][CH:9]=[CH:8][C:6]=2[N:7]=1.[CH2:12]([NH2:15])[CH2:13][CH3:14].C(N(C(C)C)C(C)C)C. Product: [Cl:1][C:2]1[N:3]=[C:4]([CH2:14][CH2:13][CH2:12][NH2:15])[C:5]2[S:10][CH2:9][CH2:8][C:6]=2[N:7]=1. The catalyst class is: 7. (2) Reactant: [F:1][C:2]([F:44])([F:43])[C:3]1[CH:4]=[C:5]([CH:36]=[C:37]([C:39]([F:42])([F:41])[F:40])[CH:38]=1)[CH2:6][N:7]([CH2:23][C:24]1[CH:29]=[C:28]([C:30]([F:33])([F:32])[F:31])[CH:27]=[C:26]([Br:34])[C:25]=1[OH:35])[C:8]1[N:13]=[CH:12][C:11]([O:14][CH2:15][CH2:16][CH2:17][C:18]([O:20][CH2:21][CH3:22])=[O:19])=[CH:10][N:9]=1.N1C=CC=CC=1.[F:51][C:52]([F:65])([F:64])[S:53](O[S:53]([C:52]([F:65])([F:64])[F:51])(=[O:55])=[O:54])(=[O:55])=[O:54].C(=O)(O)[O-].[Na+]. Product: [F:44][C:2]([F:1])([F:43])[C:3]1[CH:4]=[C:5]([CH:36]=[C:37]([C:39]([F:42])([F:41])[F:40])[CH:38]=1)[CH2:6][N:7]([CH2:23][C:24]1[CH:29]=[C:28]([C:30]([F:33])([F:32])[F:31])[CH:27]=[C:26]([Br:34])[C:25]=1[O:35][S:53]([C:52]([F:65])([F:64])[F:51])(=[O:55])=[O:54])[C:8]1[N:13]=[CH:12][C:11]([O:14][CH2:15][CH2:16][CH2:17][C:18]([O:20][CH2:21][CH3:22])=[O:19])=[CH:10][N:9]=1. The catalyst class is: 366. (3) Reactant: Cl.[O:2]1[CH:6]=[CH:5][N:4]=[C:3]1[C:7](=[O:17])[CH2:8][CH2:9][CH2:10][CH:11]1[CH2:16][CH2:15][NH:14][CH2:13][CH2:12]1.N1C=CC=CC=1.[C:24](Cl)(=[O:28])[CH:25]([CH3:27])[CH3:26]. Product: [C:24]([N:14]1[CH2:15][CH2:16][CH:11]([CH2:10][CH2:9][CH2:8][C:7]([C:3]2[O:2][CH:6]=[CH:5][N:4]=2)=[O:17])[CH2:12][CH2:13]1)(=[O:28])[CH:25]([CH3:27])[CH3:26]. The catalyst class is: 2.